From a dataset of Reaction yield outcomes from USPTO patents with 853,638 reactions. Predict the reaction yield, written as a fraction of the theoretical maximum amount of product (1.0 means a 100% yield; for example, 0.34 means a 34% yield). The reactants are [Cl:1][C:2]1[N:7]=[C:6]([C:8]([C:10]2[C:11](F)=[N:12][CH:13]=[CH:14][CH:15]=2)=[O:9])[C:5]([C:17]([F:20])([F:19])[F:18])=[CH:4][CH:3]=1.[OH-].[NH4+:22]. No catalyst specified. The product is [NH2:22][C:11]1[C:10]([C:8]([C:6]2[C:5]([C:17]([F:20])([F:19])[F:18])=[CH:4][CH:3]=[C:2]([Cl:1])[N:7]=2)=[O:9])=[CH:15][CH:14]=[CH:13][N:12]=1. The yield is 0.940.